Dataset: Full USPTO retrosynthesis dataset with 1.9M reactions from patents (1976-2016). Task: Predict the reactants needed to synthesize the given product. Given the product [C:17]([CH:14]1[CH2:15][CH2:16][CH:11]([C:5]2[CH:10]=[CH:9][C:8]([C:22](=[O:23])[CH3:21])=[CH:7][CH:6]=2)[CH2:12][CH2:13]1)(=[O:19])[CH3:18], predict the reactants needed to synthesize it. The reactants are: [Al+3].[Cl-].[Cl-].[Cl-].[C:5]1([CH:11]2[CH2:16][CH2:15][CH:14]([C:17](=[O:19])[CH3:18])[CH2:13][CH2:12]2)[CH:10]=[CH:9][CH:8]=[CH:7][CH:6]=1.Br[CH2:21][C:22](Br)=[O:23].Cl.